Task: Predict the reactants needed to synthesize the given product.. Dataset: Full USPTO retrosynthesis dataset with 1.9M reactions from patents (1976-2016) Given the product [CH3:3][CH:2]([N:4]1[C:12](/[CH:13]=[CH:14]/[CH:15]([OH:23])[CH2:16][CH:17]([OH:22])[CH2:18][C:19]([O-:21])=[O:20])=[C:11]([C:24]2[CH:29]=[CH:28][C:27]([F:30])=[CH:26][CH:25]=2)[C:10]2[CH:9]=[CH:8][CH:7]=[CH:6][C:5]1=2)[CH3:1].[Na+:61], predict the reactants needed to synthesize it. The reactants are: [CH3:1][CH:2]([N:4]1[C:12](/[CH:13]=[CH:14]/[CH:15]([OH:23])[CH2:16][CH:17]([OH:22])[CH2:18][C:19]([OH:21])=[O:20])=[C:11]([C:24]2[CH:25]=[CH:26][C:27]([F:30])=[CH:28][CH:29]=2)[C:10]2[CH:9]=[CH:8][CH:7]=[CH:6][C:5]1=2)[CH3:3].CC(N1C(/C=C/[C@@H](O)C[C@@H](O)CC([O-])=O)=C(C2C=CC(F)=CC=2)C2C=CC=CC1=2)C.[Na+:61].